From a dataset of NCI-60 drug combinations with 297,098 pairs across 59 cell lines. Regression. Given two drug SMILES strings and cell line genomic features, predict the synergy score measuring deviation from expected non-interaction effect. (1) Drug 1: CC1=C(C(=CC=C1)Cl)NC(=O)C2=CN=C(S2)NC3=CC(=NC(=N3)C)N4CCN(CC4)CCO. Drug 2: CN(CC1=CN=C2C(=N1)C(=NC(=N2)N)N)C3=CC=C(C=C3)C(=O)NC(CCC(=O)O)C(=O)O. Cell line: TK-10. Synergy scores: CSS=13.3, Synergy_ZIP=-3.20, Synergy_Bliss=-3.69, Synergy_Loewe=-15.4, Synergy_HSA=-4.00. (2) Cell line: MALME-3M. Drug 2: CC1C(C(CC(O1)OC2CC(CC3=C2C(=C4C(=C3O)C(=O)C5=C(C4=O)C(=CC=C5)OC)O)(C(=O)C)O)N)O.Cl. Drug 1: CC12CCC3C(C1CCC2=O)CC(=C)C4=CC(=O)C=CC34C. Synergy scores: CSS=57.5, Synergy_ZIP=3.25, Synergy_Bliss=6.68, Synergy_Loewe=5.62, Synergy_HSA=5.99. (3) Drug 1: CCC1=CC2CC(C3=C(CN(C2)C1)C4=CC=CC=C4N3)(C5=C(C=C6C(=C5)C78CCN9C7C(C=CC9)(C(C(C8N6C)(C(=O)OC)O)OC(=O)C)CC)OC)C(=O)OC.C(C(C(=O)O)O)(C(=O)O)O. Drug 2: COCCOC1=C(C=C2C(=C1)C(=NC=N2)NC3=CC=CC(=C3)C#C)OCCOC.Cl. Cell line: OVCAR-4. Synergy scores: CSS=23.9, Synergy_ZIP=-2.37, Synergy_Bliss=3.52, Synergy_Loewe=-11.4, Synergy_HSA=4.89. (4) Drug 1: C1=CC(=CC=C1CC(C(=O)O)N)N(CCCl)CCCl.Cl. Drug 2: C1CNP(=O)(OC1)N(CCCl)CCCl. Cell line: HOP-92. Synergy scores: CSS=4.28, Synergy_ZIP=3.43, Synergy_Bliss=3.96, Synergy_Loewe=-16.3, Synergy_HSA=-1.84. (5) Drug 1: C1=NNC2=C1C(=O)NC=N2. Drug 2: CCN(CC)CCCC(C)NC1=C2C=C(C=CC2=NC3=C1C=CC(=C3)Cl)OC. Cell line: HCT116. Synergy scores: CSS=39.3, Synergy_ZIP=0.778, Synergy_Bliss=6.07, Synergy_Loewe=5.31, Synergy_HSA=7.40. (6) Drug 1: CC12CCC(CC1=CCC3C2CCC4(C3CC=C4C5=CN=CC=C5)C)O. Drug 2: COC1=NC(=NC2=C1N=CN2C3C(C(C(O3)CO)O)O)N. Cell line: SK-MEL-5. Synergy scores: CSS=-4.13, Synergy_ZIP=2.94, Synergy_Bliss=0.0163, Synergy_Loewe=-8.34, Synergy_HSA=-5.32. (7) Drug 1: C1=NC2=C(N1)C(=S)N=CN2. Drug 2: C1C(C(OC1N2C=NC(=NC2=O)N)CO)O. Cell line: NCIH23. Synergy scores: CSS=24.7, Synergy_ZIP=-10.5, Synergy_Bliss=-3.50, Synergy_Loewe=-3.08, Synergy_HSA=-2.12.